This data is from Forward reaction prediction with 1.9M reactions from USPTO patents (1976-2016). The task is: Predict the product of the given reaction. (1) Given the reactants [CH3:1][O:2][C:3]([C:5]1[S:6][C:7]([C:24]2[CH:29]=[CH:28][CH:27]=[CH:26][CH:25]=2)=[CH:8][C:9]=1[NH:10][CH:11]([CH:18]1[CH2:23][CH2:22][CH2:21][CH2:20][CH2:19]1)[CH2:12][C:13]([O:15]CC)=[O:14])=[O:4].O[Li].O, predict the reaction product. The product is: [CH3:1][O:2][C:3]([C:5]1[S:6][C:7]([C:24]2[CH:29]=[CH:28][CH:27]=[CH:26][CH:25]=2)=[CH:8][C:9]=1[NH:10][CH:11]([CH:18]1[CH2:23][CH2:22][CH2:21][CH2:20][CH2:19]1)[CH2:12][C:13]([OH:15])=[O:14])=[O:4]. (2) Given the reactants S(Cl)([Cl:3])=O.O[CH2:6][C:7]1[C:8](=[O:14])[NH:9][C:10](=[O:13])[NH:11][CH:12]=1, predict the reaction product. The product is: [Cl:3][CH2:6][C:7]1[C:8](=[O:14])[NH:9][C:10](=[O:13])[NH:11][CH:12]=1.